The task is: Predict the reactants needed to synthesize the given product.. This data is from Full USPTO retrosynthesis dataset with 1.9M reactions from patents (1976-2016). (1) Given the product [Cl:24][C:25]1[C:26]([O:1][C:2]2[CH:3]=[CH:4][C:5]3[N:9]=[C:8]([CH2:10][O:11][C:12]4[CH:13]=[C:14]([CH:19]=[CH:20][CH:21]=4)[C:15]([O:17][CH3:18])=[O:16])[N:7]([CH3:22])[C:6]=3[CH:23]=2)=[N:27][CH:28]=[C:29]([Cl:31])[CH:30]=1, predict the reactants needed to synthesize it. The reactants are: [OH:1][C:2]1[CH:3]=[CH:4][C:5]2[N:9]=[C:8]([CH2:10][O:11][C:12]3[CH:13]=[C:14]([CH:19]=[CH:20][CH:21]=3)[C:15]([O:17][CH3:18])=[O:16])[N:7]([CH3:22])[C:6]=2[CH:23]=1.[Cl:24][C:25]1[C:26](F)=[N:27][CH:28]=[C:29]([Cl:31])[CH:30]=1.N1C2C(=CC=C3C=2N=CC=C3)C=CC=1.C(=O)([O-])[O-].[Cs+].[Cs+]. (2) Given the product [ClH:33].[CH:1]1([S:4]([C:7]2[C:8]([CH2:9][NH:10][CH3:11])=[CH:19][C:20]([NH2:24])=[CH:21][C:22]=2[F:23])(=[O:6])=[O:5])[CH2:2][CH2:3]1, predict the reactants needed to synthesize it. The reactants are: [CH:1]1([S:4]([C:7]2[C:22]([F:23])=[CH:21][C:20]([N+:24]([O-])=O)=[CH:19][C:8]=2[CH2:9][N:10](C)[C:11](=O)OC(C)(C)C)(=[O:6])=[O:5])[CH2:3][CH2:2]1.O1CCOCC1.[ClH:33]. (3) Given the product [CH:25]1([C:21]2[CH:22]=[C:23]([CH3:24])[C:18]([N:15]3[CH2:16][CH2:17][N:12]([C:10]([C:5]4[CH:4]=[CH:3][C:2]([N:31]5[CH2:32][CH2:33][N:29]([CH3:28])[C:30]5=[O:34])=[CH:9][C:6]=4[C:7]#[N:8])=[O:11])[CH2:13][CH2:14]3)=[N:19][CH:20]=2)[CH2:27][CH2:26]1, predict the reactants needed to synthesize it. The reactants are: Br[C:2]1[CH:3]=[CH:4][C:5]([C:10]([N:12]2[CH2:17][CH2:16][N:15]([C:18]3[C:23]([CH3:24])=[CH:22][C:21]([CH:25]4[CH2:27][CH2:26]4)=[CH:20][N:19]=3)[CH2:14][CH2:13]2)=[O:11])=[C:6]([CH:9]=1)[C:7]#[N:8].[CH3:28][N:29]1[CH2:33][CH2:32][NH:31][C:30]1=[O:34]. (4) Given the product [Br:19][C:20]1[C:21]([NH:9][C@H:7]([CH:4]2[CH2:5][CH2:6][O:1][CH2:2][CH2:3]2)[CH3:8])=[N:22][C:23]([Cl:26])=[N:24][CH:25]=1, predict the reactants needed to synthesize it. The reactants are: [O:1]1[CH2:6][CH2:5][CH:4]([C@@H:7]([NH2:9])[CH3:8])[CH2:3][CH2:2]1.C(N(CC)C(C)C)(C)C.[Br:19][C:20]1[C:21](Cl)=[N:22][C:23]([Cl:26])=[N:24][CH:25]=1. (5) Given the product [Cl:31][C:24]1[CH:23]=[C:22](/[CH:21]=[C:17]2/[C:18](=[O:20])[N:19]3[CH:12]=[C:11]([C:6]4[CH:7]=[CH:8][CH:9]=[CH:10][C:5]=4[O:4][CH2:3][CH2:2][F:1])[N:14]=[C:15]3[S:16]/2)[CH:27]=[C:26]([O:28][CH3:29])[C:25]=1[OH:30], predict the reactants needed to synthesize it. The reactants are: [F:1][CH2:2][CH2:3][O:4][C:5]1[CH:10]=[CH:9][CH:8]=[CH:7][C:6]=1[C:11](=O)[CH3:12].[NH2:14][C:15]1[S:16]/[C:17](=[CH:21]\[C:22]2[CH:27]=[C:26]([O:28][CH3:29])[C:25]([OH:30])=[C:24]([Cl:31])[CH:23]=2)/[C:18](=[O:20])[N:19]=1. (6) Given the product [CH2:12]([Si:11]([CH2:16][CH3:17])([CH2:14][CH3:15])[C:9]1[CH:10]=[C:3]([C:4]([O:6][CH2:7][CH3:8])=[O:5])[NH:1][N:2]=1)[CH3:13], predict the reactants needed to synthesize it. The reactants are: [N+:1](=[CH:3][C:4]([O:6][CH2:7][CH3:8])=[O:5])=[N-:2].[CH2:9]([Si:11]([CH2:16][CH3:17])([CH2:14][CH3:15])[C:12]#[CH:13])[CH3:10].